Dataset: Full USPTO retrosynthesis dataset with 1.9M reactions from patents (1976-2016). Task: Predict the reactants needed to synthesize the given product. (1) Given the product [N:1]1[CH:6]=[CH:5][CH:4]=[C:3]([C:7](=[S:9])[NH:12][CH2:13][C:14]([O:16][CH3:17])=[O:15])[CH:2]=1, predict the reactants needed to synthesize it. The reactants are: [N:1]1[CH:6]=[CH:5][CH:4]=[C:3]([C:7]([S:9]C)=S)[CH:2]=1.Cl.[NH2:12][CH2:13][C:14]([O:16][CH3:17])=[O:15].C(N(CC)CC)C.O. (2) Given the product [CH3:1][C:2]1[C:11]2[C:6](=[CH:7][CH:8]=[CH:9][CH:10]=2)[C:5]([C:12]([NH:17][C:16]2[C:15]([C:14]([NH:30][CH2:29][CH:26]3[CH2:27][CH2:28][O:23][CH2:24][CH2:25]3)=[O:22])=[N:21][CH:20]=[CH:19][CH:18]=2)=[O:13])=[CH:4][CH:3]=1, predict the reactants needed to synthesize it. The reactants are: [CH3:1][C:2]1[C:11]2[C:6](=[CH:7][CH:8]=[CH:9][CH:10]=2)[C:5]([C:12]2[O:13][C:14](=[O:22])[C:15]3[N:21]=[CH:20][CH:19]=[CH:18][C:16]=3[N:17]=2)=[CH:4][CH:3]=1.[O:23]1[CH2:28][CH2:27][CH:26]([CH2:29][NH2:30])[CH2:25][CH2:24]1. (3) Given the product [C:4]([O:3][C:1]([N:8]1[CH2:13][CH2:12][C:11]([OH:14])([CH3:15])[CH2:10][CH2:9]1)=[O:2])([CH3:7])([CH3:6])[CH3:5], predict the reactants needed to synthesize it. The reactants are: [C:1]([N:8]1[CH2:13][CH2:12][C:11](=[O:14])[CH2:10][CH2:9]1)([O:3][C:4]([CH3:7])([CH3:6])[CH3:5])=[O:2].[CH3:15][Mg]Br. (4) Given the product [NH2:26][C:8]1[C:7]([N:4]2[CH2:3][CH2:2][O:1][CH2:6][CH2:5]2)=[CH:16][C:15]2[C:10](=[CH:11][CH:12]=[C:13]([C:29]3[C:28]([Cl:27])=[CH:33][CH:32]=[CH:31][C:30]=3[C:34]([N:36]3[CH2:40][CH2:39][CH2:38][CH2:37]3)=[O:35])[CH:14]=2)[N:9]=1, predict the reactants needed to synthesize it. The reactants are: [O:1]1[CH2:6][CH2:5][N:4]([C:7]2[C:8]([NH2:26])=[N:9][C:10]3[C:15]([CH:16]=2)=[CH:14][C:13](B2OC(C)(C)C(C)(C)O2)=[CH:12][CH:11]=3)[CH2:3][CH2:2]1.[Cl:27][C:28]1[C:29](I)=[C:30]([C:34]([N:36]2[CH2:40][CH2:39][CH2:38][CH2:37]2)=[O:35])[CH:31]=[CH:32][CH:33]=1.C1(P(C2C=CC=CC=2)C2C=CC=CC=2)C=CC=CC=1.P([O-])([O-])([O-])=O.[K+].[K+].[K+]. (5) Given the product [CH3:11][C:9]([N:12]([CH2:36][CH2:37][NH:38][C:39]([CH3:41])([SH:42])[CH3:40])[C:13](=[O:35])[CH2:14][N:15]1[CH:19]=[CH:18][C:17]([C:20]2[CH:25]=[CH:24][C:23]([C:26]3[N:27]=[C:28]4[CH:33]=[CH:32][CH:31]=[CH:30][N:29]4[CH:34]=3)=[CH:22][CH:21]=2)=[N:16]1)([SH:8])[CH3:10], predict the reactants needed to synthesize it. The reactants are: COC1C=CC(C[S:8][C:9]([N:12]([CH2:36][CH2:37][NH:38][C:39]([S:42]CC2C=CC(OC)=CC=2)([CH3:41])[CH3:40])[C:13](=[O:35])[CH2:14][N:15]2[CH:19]=[CH:18][C:17]([C:20]3[CH:25]=[CH:24][C:23]([C:26]4[N:27]=[C:28]5[CH:33]=[CH:32][CH:31]=[CH:30][N:29]5[CH:34]=4)=[CH:22][CH:21]=3)=[N:16]2)([CH3:11])[CH3:10])=CC=1.